From a dataset of hERG potassium channel inhibition data for cardiac toxicity prediction from Karim et al.. Regression/Classification. Given a drug SMILES string, predict its toxicity properties. Task type varies by dataset: regression for continuous values (e.g., LD50, hERG inhibition percentage) or binary classification for toxic/non-toxic outcomes (e.g., AMES mutagenicity, cardiotoxicity, hepatotoxicity). Dataset: herg_karim. (1) The molecule is COc1ccc(-c2cc(-c3ccc(S(=O)(=O)N4CCOCC4)cc3)cnc2N)cn1. The result is 0 (non-blocker). (2) The compound is N#Cc1cncc(-c2cnc3nc(N4CCC(N5CCCCC5)CC4)sc3c2)c1. The result is 1 (blocker). (3) The molecule is Cc1ncoc1-c1nnc(SCCCN2CC3CC3(c3ccc(C(C)(C)C)cc3)C2)n1C. The result is 1 (blocker).